Dataset: Forward reaction prediction with 1.9M reactions from USPTO patents (1976-2016). Task: Predict the product of the given reaction. (1) Given the reactants [F:1][C:2]([F:31])([F:30])[O:3][C:4]1[CH:29]=[CH:28][C:7]([O:8][C:9]2[CH:14]=[CH:13][CH:12]=[CH:11][C:10]=2[NH:15][S:16]([C:19]2[CH:27]=[CH:26][C:22]([C:23]([OH:25])=O)=[CH:21][CH:20]=2)(=[O:18])=[O:17])=[CH:6][CH:5]=1.[N:32]1([C:41]2[CH:46]=[N:45][CH:44]=[CH:43][N:42]=2)[CH2:37][CH2:36][N:35]([CH2:38][CH2:39][NH2:40])[CH2:34][CH2:33]1, predict the reaction product. The product is: [N:32]1([C:41]2[CH:46]=[N:45][CH:44]=[CH:43][N:42]=2)[CH2:37][CH2:36][N:35]([CH2:38][CH2:39][NH:40][C:23](=[O:25])[C:22]2[CH:26]=[CH:27][C:19]([S:16](=[O:17])(=[O:18])[NH:15][C:10]3[CH:11]=[CH:12][CH:13]=[CH:14][C:9]=3[O:8][C:7]3[CH:6]=[CH:5][C:4]([O:3][C:2]([F:1])([F:30])[F:31])=[CH:29][CH:28]=3)=[CH:20][CH:21]=2)[CH2:34][CH2:33]1. (2) Given the reactants [C:1](/[C:9](=[CH:15]/[C:16]1[CH:17]=[N:18][C:19]([Cl:22])=[CH:20][CH:21]=1)/[C:10]([O:12][CH2:13][CH3:14])=[O:11])(=O)[C:2]1[CH:7]=[CH:6][CH:5]=[CH:4][CH:3]=1.[NH2:23][C:24]1[N:28]([CH2:29][CH3:30])[N:27]=[CH:26][CH:25]=1.ClC1C(=O)C(C#N)=C(C#N)C(=O)C=1Cl.C([O-])(O)=O.[Na+], predict the reaction product. The product is: [Cl:22][C:19]1[N:18]=[CH:17][C:16]([C:15]2[C:9]([C:10]([O:12][CH2:13][CH3:14])=[O:11])=[C:1]([C:2]3[CH:7]=[CH:6][CH:5]=[CH:4][CH:3]=3)[N:23]=[C:24]3[N:28]([CH2:29][CH3:30])[N:27]=[CH:26][C:25]=23)=[CH:21][CH:20]=1. (3) Given the reactants [F:1][C:2]([F:52])([F:51])[C:3]1[CH:4]=[C:5]([CH:44]=[C:45]([C:47]([F:50])([F:49])[F:48])[CH:46]=1)[CH2:6][N:7]([CH2:14][C:15]1[CH:20]=[C:19]([C:21]([F:24])([F:23])[F:22])[CH:18]=[CH:17][C:16]=1[C:25]1[CH:26]=[C:27]([C:33]2[CH:38]=[CH:37][C:36]([C:39]([O:41]C)=[O:40])=[CH:35][C:34]=2[CH3:43])[CH:28]=[CH:29][C:30]=1[O:31][CH3:32])[C:8]1[N:9]=[N:10][N:11]([CH3:13])[N:12]=1.O.[OH-].[Li+].O.Cl, predict the reaction product. The product is: [F:50][C:47]([F:48])([F:49])[C:45]1[CH:44]=[C:5]([CH:4]=[C:3]([C:2]([F:1])([F:51])[F:52])[CH:46]=1)[CH2:6][N:7]([CH2:14][C:15]1[CH:20]=[C:19]([C:21]([F:22])([F:23])[F:24])[CH:18]=[CH:17][C:16]=1[C:25]1[CH:26]=[C:27]([C:33]2[CH:38]=[CH:37][C:36]([C:39]([OH:41])=[O:40])=[CH:35][C:34]=2[CH3:43])[CH:28]=[CH:29][C:30]=1[O:31][CH3:32])[C:8]1[N:9]=[N:10][N:11]([CH3:13])[N:12]=1. (4) The product is: [CH:2]([C:3]1[S:4][C:5]([C:13]2[CH:18]=[CH:17][CH:16]=[CH:15][CH:14]=2)=[C:6]([C:8]([O:10][CH2:11][CH3:12])=[O:9])[N:7]=1)=[O:23]. Given the reactants Br[CH:2](Br)[C:3]1[S:4][C:5]([C:13]2[CH:18]=[CH:17][CH:16]=[CH:15][CH:14]=2)=[C:6]([C:8]([O:10][CH2:11][CH3:12])=[O:9])[N:7]=1.Cl.CC[OH:23], predict the reaction product.